This data is from Peptide-MHC class II binding affinity with 134,281 pairs from IEDB. The task is: Regression. Given a peptide amino acid sequence and an MHC pseudo amino acid sequence, predict their binding affinity value. This is MHC class II binding data. (1) The peptide sequence is EKKYFASTQFEPLAA. The MHC is HLA-DQA10301-DQB10302 with pseudo-sequence HLA-DQA10301-DQB10302. The binding affinity (normalized) is 0.412. (2) The peptide sequence is YASGKVWGQKYFKGN. The MHC is HLA-DPA10201-DPB11401 with pseudo-sequence HLA-DPA10201-DPB11401. The binding affinity (normalized) is 0.107.